Dataset: Catalyst prediction with 721,799 reactions and 888 catalyst types from USPTO. Task: Predict which catalyst facilitates the given reaction. (1) Reactant: C(=O)([O-])[O-].[K+].[K+].[Cl:7][C:8]1[CH:16]=[CH:15][C:14](F)=[CH:13][C:9]=1[C:10]([NH2:12])=[O:11].[CH3:18][N:19]([CH3:25])[C@@H:20]1[CH2:24][CH2:23][NH:22][CH2:21]1. Product: [Cl:7][C:8]1[CH:16]=[CH:15][C:14]([N:22]2[CH2:23][CH2:24][C@@H:20]([N:19]([CH3:25])[CH3:18])[CH2:21]2)=[CH:13][C:9]=1[C:10]([NH2:12])=[O:11]. The catalyst class is: 58. (2) Reactant: [F:1][C:2]1[CH:22]=[C:21]([S:23]([CH3:26])(=[O:25])=[O:24])[CH:20]=[CH:19][C:3]=1[O:4][C:5]1[C:10]([CH3:11])=[C:9]([O:12][CH:13]2[CH2:18][CH2:17][NH:16][CH2:15][CH2:14]2)[N:8]=[CH:7][N:6]=1.[C:27]([O:31][CH2:32][CH2:33][C:34](O)=[O:35])([CH3:30])([CH3:29])[CH3:28].CN(C(ON1N=NC2C=CC=NC1=2)=[N+](C)C)C.F[P-](F)(F)(F)(F)F.C(N(CC)CC)C. Product: [C:27]([O:31][CH2:32][CH2:33][C:34]([N:16]1[CH2:17][CH2:18][CH:13]([O:12][C:9]2[C:10]([CH3:11])=[C:5]([O:4][C:3]3[CH:19]=[CH:20][C:21]([S:23]([CH3:26])(=[O:24])=[O:25])=[CH:22][C:2]=3[F:1])[N:6]=[CH:7][N:8]=2)[CH2:14][CH2:15]1)=[O:35])([CH3:30])([CH3:29])[CH3:28]. The catalyst class is: 3.